Dataset: Forward reaction prediction with 1.9M reactions from USPTO patents (1976-2016). Task: Predict the product of the given reaction. (1) The product is: [CH3:1][NH:2][C:3]1[CH:8]=[CH:7][N:6]2[CH:11]=[C:12]([C:14]3[CH:19]=[CH:18][C:17]([CH3:20])=[CH:16][CH:15]=3)[N:9]=[C:5]2[CH:4]=1. Given the reactants [CH3:1][NH:2][C:3]1[CH:8]=[CH:7][N:6]=[C:5]([NH2:9])[CH:4]=1.Br[CH2:11][C:12]([C:14]1[CH:19]=[CH:18][C:17]([CH3:20])=[CH:16][CH:15]=1)=O, predict the reaction product. (2) Given the reactants [CH2:1]([O:3][C:4]([C:6]1[C:7]([CH3:23])=[N:8][C:9]2[C:14]([C:15]=1[NH2:16])=[C:13]([O:17][CH2:18][C:19]([NH2:22])([CH3:21])[CH3:20])[CH:12]=[CH:11][CH:10]=2)=[O:5])[CH3:2].[CH:24]1([C:29](O)=[O:30])[CH2:28][CH2:27][CH2:26][CH2:25]1, predict the reaction product. The product is: [CH2:1]([O:3][C:4]([C:6]1[C:7]([CH3:23])=[N:8][C:9]2[C:14]([C:15]=1[NH2:16])=[C:13]([O:17][CH2:18][C:19]([NH:22][C:29]([CH:24]1[CH2:28][CH2:27][CH2:26][CH2:25]1)=[O:30])([CH3:20])[CH3:21])[CH:12]=[CH:11][CH:10]=2)=[O:5])[CH3:2]. (3) Given the reactants [F:1][C:2]1[CH:7]=[CH:6][C:5]([C:8]2[N:16]3[C:11]([CH:12]=[C:13]([CH2:17][N:18]4[CH:22]=[C:21]([C:23]([OH:30])([C:26]([F:29])([F:28])[F:27])[CH2:24][CH3:25])[N:20]=[N:19]4)[CH:14]=[CH:15]3)=[CH:10][C:9]=2[C:31]([NH2:33])=[O:32])=[CH:4][CH:3]=1.[Cl:34]N1C(=O)CCC1=O, predict the reaction product. The product is: [Cl:34][C:10]1[C:9]([C:31]([NH2:33])=[O:32])=[C:8]([C:5]2[CH:4]=[CH:3][C:2]([F:1])=[CH:7][CH:6]=2)[N:16]2[C:11]=1[CH:12]=[C:13]([CH2:17][N:18]1[CH:22]=[C:21]([C:23]([OH:30])([C:26]([F:28])([F:27])[F:29])[CH2:24][CH3:25])[N:20]=[N:19]1)[CH:14]=[CH:15]2. (4) Given the reactants [S:1]([N:11]1[C:15]2=[N:16][CH:17]=[C:18]([CH2:20]O)[N:19]=[C:14]2[CH:13]=[CH:12]1)([C:4]1[CH:10]=[CH:9][C:7]([CH3:8])=[CH:6][CH:5]=1)(=[O:3])=[O:2].O=S(Cl)Cl.[N-:26]=[N+:27]=[N-:28].[Na+].CCOC(C)=O, predict the reaction product. The product is: [N:26]([CH2:20][C:18]1[N:19]=[C:14]2[CH:13]=[CH:12][N:11]([S:1]([C:4]3[CH:10]=[CH:9][C:7]([CH3:8])=[CH:6][CH:5]=3)(=[O:3])=[O:2])[C:15]2=[N:16][CH:17]=1)=[N+:27]=[N-:28]. (5) Given the reactants [F:1][C:2]1[CH:7]=[CH:6][C:5]([C:8]2[C:12]3[N:13]=[CH:14][N:15]([CH2:18][C:19]4([OH:39])[CH2:24][CH2:23][N:22]([C:25](=[O:38])[CH2:26][CH2:27][CH2:28][CH2:29][NH:30]C(=O)OC(C)(C)C)[CH2:21][CH2:20]4)[C:16](=[O:17])[C:11]=3[S:10][CH:9]=2)=[CH:4][CH:3]=1.[ClH:40], predict the reaction product. The product is: [ClH:40].[NH2:30][CH2:29][CH2:28][CH2:27][CH2:26][C:25]([N:22]1[CH2:21][CH2:20][C:19]([CH2:18][N:15]2[C:16](=[O:17])[C:11]3[S:10][CH:9]=[C:8]([C:5]4[CH:4]=[CH:3][C:2]([F:1])=[CH:7][CH:6]=4)[C:12]=3[N:13]=[CH:14]2)([OH:39])[CH2:24][CH2:23]1)=[O:38].